This data is from NCI-60 drug combinations with 297,098 pairs across 59 cell lines. The task is: Regression. Given two drug SMILES strings and cell line genomic features, predict the synergy score measuring deviation from expected non-interaction effect. (1) Synergy scores: CSS=28.4, Synergy_ZIP=-9.81, Synergy_Bliss=-4.19, Synergy_Loewe=-23.0, Synergy_HSA=-3.02. Drug 2: C(=O)(N)NO. Drug 1: C1=NC2=C(N1)C(=S)N=C(N2)N. Cell line: TK-10. (2) Drug 1: COC1=CC(=CC(=C1O)OC)C2C3C(COC3=O)C(C4=CC5=C(C=C24)OCO5)OC6C(C(C7C(O6)COC(O7)C8=CC=CS8)O)O. Drug 2: CNC(=O)C1=NC=CC(=C1)OC2=CC=C(C=C2)NC(=O)NC3=CC(=C(C=C3)Cl)C(F)(F)F. Cell line: SNB-75. Synergy scores: CSS=35.7, Synergy_ZIP=-1.29, Synergy_Bliss=2.56, Synergy_Loewe=-4.72, Synergy_HSA=2.39. (3) Drug 1: CCC1(CC2CC(C3=C(CCN(C2)C1)C4=CC=CC=C4N3)(C5=C(C=C6C(=C5)C78CCN9C7C(C=CC9)(C(C(C8N6C=O)(C(=O)OC)O)OC(=O)C)CC)OC)C(=O)OC)O.OS(=O)(=O)O. Drug 2: CC1=C(C(=CC=C1)Cl)NC(=O)C2=CN=C(S2)NC3=CC(=NC(=N3)C)N4CCN(CC4)CCO. Cell line: HL-60(TB). Synergy scores: CSS=11.7, Synergy_ZIP=3.58, Synergy_Bliss=1.63, Synergy_Loewe=-16.0, Synergy_HSA=-2.15. (4) Drug 1: C1=C(C(=O)NC(=O)N1)N(CCCl)CCCl. Drug 2: C1=CN(C=N1)CC(O)(P(=O)(O)O)P(=O)(O)O. Cell line: NCI/ADR-RES. Synergy scores: CSS=-0.420, Synergy_ZIP=-2.74, Synergy_Bliss=-18.6, Synergy_Loewe=-22.0, Synergy_HSA=-18.0. (5) Drug 1: CC=C1C(=O)NC(C(=O)OC2CC(=O)NC(C(=O)NC(CSSCCC=C2)C(=O)N1)C(C)C)C(C)C. Drug 2: CC1=C(C(=O)C2=C(C1=O)N3CC4C(C3(C2COC(=O)N)OC)N4)N. Cell line: MALME-3M. Synergy scores: CSS=57.5, Synergy_ZIP=0.723, Synergy_Bliss=1.19, Synergy_Loewe=-13.7, Synergy_HSA=3.63.